Predict the reactants needed to synthesize the given product. From a dataset of Full USPTO retrosynthesis dataset with 1.9M reactions from patents (1976-2016). (1) The reactants are: Cl[C:2]1[C:11]2[C:6](=[CH:7][CH:8]=[C:9]3[S:14](=[O:16])(=[O:15])[CH2:13][CH2:12][C:10]3=2)[N:5]=[CH:4][C:3]=1[C:17]([O:19][CH2:20][CH3:21])=[O:18].[CH2:22]([NH2:29])[C:23]1[CH:28]=[CH:27][CH:26]=[CH:25][CH:24]=1. Given the product [CH2:22]([NH:29][C:2]1[C:11]2[C:6](=[CH:7][CH:8]=[C:9]3[S:14](=[O:16])(=[O:15])[CH2:13][CH2:12][C:10]3=2)[N:5]=[CH:4][C:3]=1[C:17]([O:19][CH2:20][CH3:21])=[O:18])[C:23]1[CH:28]=[CH:27][CH:26]=[CH:25][CH:24]=1, predict the reactants needed to synthesize it. (2) Given the product [Cl:1][C:2]1[CH:7]=[C:6]([Cl:8])[CH:5]=[CH:4][C:3]=1[N:9]1[C:14]2=[N:15][C:16]3[C:17](=[C:18]([C:22]([OH:24])=[O:23])[CH:19]=[CH:20][CH:21]=3)[N:13]2[CH2:12][CH2:11][CH2:10]1, predict the reactants needed to synthesize it. The reactants are: [Cl:1][C:2]1[CH:7]=[C:6]([Cl:8])[CH:5]=[CH:4][C:3]=1[N:9]1[C:14]2=[N:15][C:16]3[C:17](=[C:18]([C:22]([O:24]C)=[O:23])[CH:19]=[CH:20][CH:21]=3)[N:13]2[CH2:12][CH2:11][CH2:10]1.[OH-].[Na+].Cl. (3) Given the product [CH2:13]([O:12][C:9]1[C:8]([C:17]2[NH:18][C:19](=[O:34])[C:20]3[C:21](=[C:23]([CH2:32][CH3:33])[N:24]([CH:26]4[CH2:29][N:28]([CH2:30][CH3:31])[CH2:27]4)[N:25]=3)[N:22]=2)=[CH:7][C:6]([CH:3]([OH:5])[CH3:4])=[CH:11][N:10]=1)[CH2:14][CH2:15][CH3:16], predict the reactants needed to synthesize it. The reactants are: [BH4-].[Na+].[C:3]([C:6]1[CH:7]=[C:8]([C:17]2[NH:18][C:19](=[O:34])[C:20]3[C:21](=[C:23]([CH2:32][CH3:33])[N:24]([CH:26]4[CH2:29][N:28]([CH2:30][CH3:31])[CH2:27]4)[N:25]=3)[N:22]=2)[C:9]([O:12][CH2:13][CH2:14][CH2:15][CH3:16])=[N:10][CH:11]=1)(=[O:5])[CH3:4]. (4) Given the product [Br:34][CH2:2][CH2:3][CH2:4][CH2:5][NH:6][C:7](=[O:13])[O:8][C:9]([CH3:12])([CH3:11])[CH3:10], predict the reactants needed to synthesize it. The reactants are: O[CH2:2][CH2:3][CH2:4][CH2:5][NH:6][C:7](=[O:13])[O:8][C:9]([CH3:12])([CH3:11])[CH3:10].C1(P(C2C=CC=CC=2)C2C=CC=CC=2)C=CC=CC=1.C(Br)(Br)(Br)[Br:34].